From a dataset of Reaction yield outcomes from USPTO patents with 853,638 reactions. Predict the reaction yield, written as a fraction of the theoretical maximum amount of product (1.0 means a 100% yield; for example, 0.34 means a 34% yield). (1) The yield is 0.730. The reactants are [F:1][C:2]1[CH:10]=[CH:9][CH:8]=[C:7]([F:11])[C:3]=1[C:4](Cl)=[O:5].[Br:12][C:13]1[C:14]([C:22]2[CH:23]=[CH:24][C:25]([NH2:28])=[N:26][CH:27]=2)=[CH:15][C:16]2[O:20][CH2:19][O:18][C:17]=2[CH:21]=1.CCN(C(C)C)C(C)C. The catalyst is CN(C1C=CN=CC=1)C.ClCCl.O1CCCC1.CO.[OH-].[Li+]. The product is [Br:12][C:13]1[C:14]([C:22]2[CH:23]=[CH:24][C:25]([NH:28][C:4](=[O:5])[C:3]3[C:2]([F:1])=[CH:10][CH:9]=[CH:8][C:7]=3[F:11])=[N:26][CH:27]=2)=[CH:15][C:16]2[O:20][CH2:19][O:18][C:17]=2[CH:21]=1. (2) The reactants are [C:1]([C:5]1[CH:10]=[CH:9][C:8]([C:11]2[N:15]([CH3:16])[N:14]=[C:13]([C:17]([C:19]3[CH:24]=[CH:23][CH:22]=[CH:21][CH:20]=3)=O)[C:12]=2[OH:25])=[CH:7][CH:6]=1)([CH3:4])([CH3:3])[CH3:2].[NH:26]([C:28]([C:30]1[CH:35]=[CH:34][C:33]([S:36]([NH:39][CH3:40])(=[O:38])=[O:37])=[CH:32][CH:31]=1)=[O:29])[NH2:27]. The catalyst is C(O)(C)C. The product is [C:1]([C:5]1[CH:6]=[CH:7][C:8]([C:11]2[N:15]([CH3:16])[N:14]=[C:13]([C:17]([C:19]3[CH:20]=[CH:21][CH:22]=[CH:23][CH:24]=3)=[N:27][NH:26][C:28]([C:30]3[CH:31]=[CH:32][C:33]([S:36]([NH:39][CH3:40])(=[O:37])=[O:38])=[CH:34][CH:35]=3)=[O:29])[C:12]=2[OH:25])=[CH:9][CH:10]=1)([CH3:3])([CH3:2])[CH3:4]. The yield is 0.220. (3) The reactants are [C:1]([O:5][C:6](=[O:22])[NH:7][C@@H:8]([C:12](=[NH:21])[NH:13][CH2:14][C:15]1[CH:20]=[CH:19][CH:18]=[CH:17][CH:16]=1)[CH:9]([CH3:11])[CH3:10])([CH3:4])([CH3:3])[CH3:2].CCN(CC)CC.C([O:32][C:33](=O)[CH:34]([C:36](Cl)=[O:37])[CH3:35])C. The catalyst is C(Cl)Cl. The product is [C:1]([O:5][C:6](=[O:22])[NH:7][CH:8]([C:12]1[N:13]([CH2:14][C:15]2[CH:16]=[CH:17][CH:18]=[CH:19][CH:20]=2)[C:33](=[O:32])[C:34]([CH3:35])=[C:36]([OH:37])[N:21]=1)[CH:9]([CH3:11])[CH3:10])([CH3:3])([CH3:4])[CH3:2]. The yield is 0.410. (4) The reactants are Br[C:2]1[CH:3]=[C:4]([NH:14][S:15]([CH3:18])(=[O:17])=[O:16])[CH:5]=[C:6]2[C:11]=1[O:10][CH:9]([CH2:12][CH3:13])[CH2:8][CH2:7]2.[CH3:19][N:20]1[CH:29]=[C:28](B2OC(C)(C)C(C)(C)O2)[C:27]2[C:22](=[CH:23][CH:24]=[CH:25][CH:26]=2)[C:21]1=[O:39].C([O-])([O-])=O.[K+].[K+]. The catalyst is O1CCOCC1.O.C1C=CC(P(C2C=CC=CC=2)[C-]2C=CC=C2)=CC=1.C1C=CC(P(C2C=CC=CC=2)[C-]2C=CC=C2)=CC=1.Cl[Pd]Cl.[Fe+2]. The product is [CH2:12]([CH:9]1[CH2:8][CH2:7][C:6]2[C:11](=[C:2]([C:28]3[C:27]4[C:22](=[CH:23][CH:24]=[CH:25][CH:26]=4)[C:21](=[O:39])[N:20]([CH3:19])[CH:29]=3)[CH:3]=[C:4]([NH:14][S:15]([CH3:18])(=[O:17])=[O:16])[CH:5]=2)[O:10]1)[CH3:13]. The yield is 0.190. (5) The reactants are [OH:1][C:2]1[CH:10]=[CH:9][C:5]([C:6]([OH:8])=O)=[CH:4][C:3]=1[CH3:11].[NH:12]1[CH2:17][CH2:16][CH2:15][C@@H:14]2[C:18]3[CH:19]=[CH:20][CH:21]=[CH:22][C:23]=3[CH2:24][C@H:13]12.F[P-](F)(F)(F)(F)F.N1(OC(N(C)C)=[N+](C)C)C2N=CC=CC=2N=N1. No catalyst specified. The product is [N:12]1([C:6]([C:5]2[CH:9]=[CH:10][C:2]([OH:1])=[C:3]([CH3:11])[CH:4]=2)=[O:8])[CH2:17][CH2:16][CH2:15][C@@H:14]2[C:18]3[CH:19]=[CH:20][CH:21]=[CH:22][C:23]=3[CH2:24][C@H:13]12. The yield is 0.350. (6) The reactants are [NH2:1][C:2]1[CH:3]=[C:4]2[C:8](=[CH:9][C:10]=1[N+:11]([O-])=O)[C:7](=O)[NH:6][C:5]2=[O:15].[Sn]. The catalyst is CCO. The product is [NH2:11][C:10]1[CH:9]=[C:8]2[C:4](=[CH:3][C:2]=1[NH2:1])[C:5](=[O:15])[NH:6][CH2:7]2. The yield is 0.950. (7) The reactants are [F:1][C:2]1[CH:3]=[C:4]([NH:9][C:10]([NH:12][C:13](=[O:22])[CH2:14][C:15]2[CH:20]=[CH:19][C:18]([F:21])=[CH:17][CH:16]=2)=[S:11])[CH:5]=[CH:6][C:7]=1[OH:8].Cl[C:24]1[N:29]=[C:28]([Cl:30])[N:27]=[C:26]2[N:31]([CH3:34])[N:32]=[CH:33][C:25]=12.C([O-])([O-])=O.[K+].[K+]. The catalyst is CN(C=O)C. The product is [Cl:30][C:28]1[N:27]=[C:26]2[N:31]([CH3:34])[N:32]=[CH:33][C:25]2=[C:24]([O:8][C:7]2[CH:6]=[CH:5][C:4]([NH:9][C:10]([NH:12][C:13](=[O:22])[CH2:14][C:15]3[CH:16]=[CH:17][C:18]([F:21])=[CH:19][CH:20]=3)=[S:11])=[CH:3][C:2]=2[F:1])[N:29]=1. The yield is 0.600. (8) The reactants are FC(F)(F)C(O)=O.[CH:8]1[C:16]2[C:15]3[CH:17]=[CH:18][CH:19]=[CH:20][C:14]=3[O:13][C:12]=2[C:11]([C:21]2[CH:51]=[CH:50][C:24]([C:25]3[CH:30]=[CH:29][C:28]([S:31]([N:34]4[CH2:39][CH2:38][N:37](C(OC(C)(C)C)=O)[CH:36]([C:47]([O-:49])=[O:48])[CH2:35]4)(=[O:33])=[O:32])=[CH:27][CH:26]=3)=[CH:23][CH:22]=2)=[CH:10][CH:9]=1. The catalyst is ClCCl. The product is [CH:8]1[C:16]2[C:15]3[CH:17]=[CH:18][CH:19]=[CH:20][C:14]=3[O:13][C:12]=2[C:11]([C:21]2[CH:22]=[CH:23][C:24]([C:25]3[CH:26]=[CH:27][C:28]([S:31]([N:34]4[CH2:39][CH2:38][NH:37][CH:36]([C:47]([OH:49])=[O:48])[CH2:35]4)(=[O:33])=[O:32])=[CH:29][CH:30]=3)=[CH:50][CH:51]=2)=[CH:10][CH:9]=1. The yield is 1.00. (9) The reactants are Br[C:2]1[CH:7]=[CH:6][C:5]([CH2:8][C:9]([OH:11])=[O:10])=[CH:4][CH:3]=1.[CH3:12][C:13]1[N:14]=[CH:15][O:16][C:17]=1C(O)=O.C(=O)([O-])[O-].[Cs+].[Cs+]. The catalyst is CN(C=O)C.O.[Cl-].C([N+](CCCC)(CCCC)CCCC)CCC.C(Cl)Cl.CC(C)([P](C(C)(C)C)([Pd][P](C(C)(C)C)(C(C)(C)C)C(C)(C)C)C(C)(C)C)C. The product is [CH3:12][C:13]1[N:14]=[CH:15][O:16][C:17]=1[C:2]1[CH:7]=[CH:6][C:5]([CH2:8][C:9]([OH:11])=[O:10])=[CH:4][CH:3]=1. The yield is 0.240.